This data is from CYP3A4 inhibition data for predicting drug metabolism from PubChem BioAssay. The task is: Regression/Classification. Given a drug SMILES string, predict its absorption, distribution, metabolism, or excretion properties. Task type varies by dataset: regression for continuous measurements (e.g., permeability, clearance, half-life) or binary classification for categorical outcomes (e.g., BBB penetration, CYP inhibition). Dataset: cyp3a4_veith. (1) The drug is Cc1cccc(C)c1OCC(O)CNC(C)(C)C.Cl. The result is 0 (non-inhibitor). (2) The result is 1 (inhibitor). The molecule is C/C(CCc1ccc2c(c1)OCO2)=N\N=C1\NC(=O)CC(C(=O)Nc2ccccc2)S1. (3) The drug is CC[C@]1(c2ccccc2)NC(=O)N(C)C1=O. The result is 0 (non-inhibitor). (4) The compound is Cc1noc(C)c1-c1cncnc1NCc1cccnc1. The result is 1 (inhibitor).